This data is from Reaction yield outcomes from USPTO patents with 853,638 reactions. The task is: Predict the reaction yield, written as a fraction of the theoretical maximum amount of product (1.0 means a 100% yield; for example, 0.34 means a 34% yield). (1) The reactants are [OH:1][C:2]1[CH:10]=[C:6]([C:7]([OH:9])=[O:8])[C:5]([NH2:11])=[CH:4][CH:3]=1.[C:12](Cl)(Cl)=[O:13].C1(C)C=CC=CC=1.Cl. The catalyst is O1CCOCC1. The product is [OH:1][C:2]1[CH:10]=[C:6]2[C:7]([O:9][C:12](=[O:13])[NH:11][C:5]2=[CH:4][CH:3]=1)=[O:8]. The yield is 0.760. (2) The reactants are [CH3:1][O:2][C:3]1[CH:20]=[CH:19][C:6]([C:7]([C:9]2[CH:14]=[CH:13][C:12]([O:15][CH2:16][CH2:17][Br:18])=[CH:11][CH:10]=2)=[O:8])=[CH:5][CH:4]=1.[CH2:21](OC1C=CC(C(Cl)=O)=CC=1)[CH2:22][CH2:23]C.BrCCOC1C=CC=CC=1.[Al+3].[Cl-].[Cl-].[Cl-]. No catalyst specified. The product is [CH2:1]([O:2][C:3]1[CH:4]=[CH:5][C:6]([C:7]([C:9]2[CH:14]=[CH:13][C:12]([O:15][CH2:16][CH2:17][Br:18])=[CH:11][CH:10]=2)=[O:8])=[CH:19][CH:20]=1)[CH2:21][CH2:22][CH3:23]. The yield is 0.800. (3) The reactants are [CH2:1]([N:5]1[CH:10]=[CH:9][CH:8]=[C:7]([O:11][CH3:12])[C:6]1=O)[CH2:2][CH2:3][CH3:4].COC1C=CC(P2(SP(C3C=CC(OC)=CC=3)(=S)S2)=[S:23])=CC=1.CO. The catalyst is C1(C)C=CC=CC=1. The product is [CH2:1]([N:5]1[CH:10]=[CH:9][CH:8]=[C:7]([O:11][CH3:12])[C:6]1=[S:23])[CH2:2][CH2:3][CH3:4]. The yield is 0.800. (4) The reactants are [N+:1]([C:4]1[CH:15]=[CH:14][C:7]2[C:8](=[O:13])[NH:9][S:10](=[O:12])(=[O:11])[C:6]=2[CH:5]=1)([O-])=O.C1CCCCC=1. The catalyst is CCO.[Pd]. The product is [NH2:1][C:4]1[CH:15]=[CH:14][C:7]2[C:8](=[O:13])[NH:9][S:10](=[O:12])(=[O:11])[C:6]=2[CH:5]=1. The yield is 0.680. (5) The reactants are [OH:1][C:2]1([C:12]2[S:13][CH:14]=[C:15]([C:17]([OH:19])=O)[N:16]=2)[CH2:11][CH2:10][C:5]2([O:9][CH2:8][CH2:7][O:6]2)[CH2:4][CH2:3]1.CN.C[CH2:23][N:24](CC)CC.C(Cl)CCl.C1C=CC2N(O)N=NC=2C=1. The catalyst is C(Cl)Cl.CCOC(C)=O. The product is [OH:1][C:2]1([C:12]2[S:13][CH:14]=[C:15]([C:17]([NH:24][CH3:23])=[O:19])[N:16]=2)[CH2:11][CH2:10][C:5]2([O:9][CH2:8][CH2:7][O:6]2)[CH2:4][CH2:3]1. The yield is 0.500. (6) The reactants are [NH2:1][C:2]1[C:3]([C:9](=[N:11][O:12][C:13](=O)[C:14]2[CH:19]=[CH:18][CH:17]=[CH:16][CH:15]=2)[NH2:10])=[N:4][C:5]([Br:8])=[CH:6][N:7]=1. The catalyst is O. The product is [Br:8][C:5]1[N:4]=[C:3]([C:9]2[N:10]=[C:13]([C:14]3[CH:19]=[CH:18][CH:17]=[CH:16][CH:15]=3)[O:12][N:11]=2)[C:2]([NH2:1])=[N:7][CH:6]=1. The yield is 0.870. (7) The reactants are [NH2:1][C:2]1[C:3]2[N:4]([C:8]([C@@H:28]3[CH2:32][CH2:31][CH2:30][NH:29]3)=[N:9][C:10]=2[C:11]2[CH:27]=[CH:26][C:14]([C:15]([NH:17][C:18]3[CH:23]=[C:22]([CH2:24][CH3:25])[CH:21]=[CH:20][N:19]=3)=[O:16])=[CH:13][CH:12]=2)[CH:5]=[CH:6][N:7]=1.[CH3:33][O:34][CH2:35]/[CH:36]=[CH:37]/[C:38](O)=[O:39]. No catalyst specified. The product is [NH2:1][C:2]1[C:3]2[N:4]([C:8]([C@@H:28]3[CH2:32][CH2:31][CH2:30][N:29]3[C:38](=[O:39])/[CH:37]=[CH:36]/[CH2:35][O:34][CH3:33])=[N:9][C:10]=2[C:11]2[CH:27]=[CH:26][C:14]([C:15]([NH:17][C:18]3[CH:23]=[C:22]([CH2:24][CH3:25])[CH:21]=[CH:20][N:19]=3)=[O:16])=[CH:13][CH:12]=2)[CH:5]=[CH:6][N:7]=1. The yield is 0.288.